Predict which catalyst facilitates the given reaction. From a dataset of Catalyst prediction with 721,799 reactions and 888 catalyst types from USPTO. (1) Reactant: [OH:1][C:2]1[CH:3]=[CH:4][CH:5]=[C:6]2[C:10]=1[NH:9][CH:8]=[C:7]2[CH2:11][C@H:12]([N:14]([CH2:22][C@@H:23]([C:32]1[CH:33]=[N:34][CH:35]=[CH:36][CH:37]=1)[O:24][Si:25]([CH2:30][CH3:31])([CH2:28][CH3:29])[CH2:26][CH3:27])[C:15](=[O:21])[O:16][C:17]([CH3:20])([CH3:19])[CH3:18])[CH3:13].C(=O)([O-])[O-].[K+].[K+].CC1C=CC(S(O[C@@H:55]([CH3:64])[C:56]([N:58]2[CH2:63][CH2:62][O:61][CH2:60][CH2:59]2)=[O:57])(=O)=O)=CC=1.C(OCC)(=O)C. Product: [CH3:13][C@@H:12]([N:14]([CH2:22][C@@H:23]([C:32]1[CH:33]=[N:34][CH:35]=[CH:36][CH:37]=1)[O:24][Si:25]([CH2:30][CH3:31])([CH2:28][CH3:29])[CH2:26][CH3:27])[C:15](=[O:21])[O:16][C:17]([CH3:20])([CH3:19])[CH3:18])[CH2:11][C:7]1[C:6]2[C:10](=[C:2]([O:1][C@H:55]([CH3:64])[C:56]([N:58]3[CH2:63][CH2:62][O:61][CH2:60][CH2:59]3)=[O:57])[CH:3]=[CH:4][CH:5]=2)[NH:9][CH:8]=1. The catalyst class is: 9. (2) Reactant: [NH2:1][C:2]1[C:7]([CH2:8][O:9][CH2:10][C:11](OC)=[O:12])=[CH:6][C:5]([Br:15])=[CH:4][N:3]=1.C1COCC1.CO.[BH4-].[Na+]. Product: [NH2:1][C:2]1[C:7]([CH2:8][O:9][CH2:10][CH2:11][OH:12])=[CH:6][C:5]([Br:15])=[CH:4][N:3]=1. The catalyst class is: 6. (3) Reactant: [NH:1]1[CH2:6][CH2:5][CH2:4][CH:3]([OH:7])[CH2:2]1.Cl[C:9]1[C:18]2[C:13](=[CH:14][C:15]([O:21][CH3:22])=[C:16]([O:19][CH3:20])[CH:17]=2)[N:12]=[CH:11][N:10]=1.CN1CCOCC1.[N-]=C=O.[CH:33]([C:36]1[CH:41]=[CH:40][C:39]([N:42]=[C:43]=[O:44])=[CH:38][CH:37]=1)([CH3:35])[CH3:34]. Product: [CH3:20][O:19][C:16]1[CH:17]=[C:18]2[C:13](=[CH:14][C:15]=1[O:21][CH3:22])[N:12]=[CH:11][N:10]=[C:9]2[N:1]1[CH2:6][CH2:5][CH2:4][CH:3]([O:7][C:43](=[O:44])[NH:42][C:39]2[CH:40]=[CH:41][C:36]([CH:33]([CH3:34])[CH3:35])=[CH:37][CH:38]=2)[CH2:2]1. The catalyst class is: 12.